From a dataset of Full USPTO retrosynthesis dataset with 1.9M reactions from patents (1976-2016). Predict the reactants needed to synthesize the given product. (1) Given the product [ClH:29].[C:1]1([O:7][P:8]([CH2:17][C@H:18]([OH:28])[CH2:19][NH2:20])([CH2:10][CH:11]2[CH2:16][CH2:15][CH2:14][CH2:13][CH2:12]2)=[O:9])[CH:2]=[CH:3][CH:4]=[CH:5][CH:6]=1, predict the reactants needed to synthesize it. The reactants are: [C:1]1([O:7][P:8]([CH2:17][C@H:18]([OH:28])[CH2:19][NH:20]C(OC(C)(C)C)=O)([CH2:10][CH:11]2[CH2:16][CH2:15][CH2:14][CH2:13][CH2:12]2)=[O:9])[CH:6]=[CH:5][CH:4]=[CH:3][CH:2]=1.[ClH:29]. (2) Given the product [CH3:21][O:20][P:19]([CH2:18][C:7]([CH:4]1[CH2:3][CH2:2][N:1]([C:11]([O:13][C:14]([CH3:17])([CH3:16])[CH3:15])=[O:12])[CH2:6][CH2:5]1)=[O:9])([O:22][CH3:23])=[O:24], predict the reactants needed to synthesize it. The reactants are: [N:1]1([C:11]([O:13][C:14]([CH3:17])([CH3:16])[CH3:15])=[O:12])[CH2:6][CH2:5][CH:4]([C:7]([O:9]C)=O)[CH2:3][CH2:2]1.[CH3:18][P:19](=[O:24])([O:22][CH3:23])[O:20][CH3:21].C([N-]C(C)C)(C)C.[Li+].Cl. (3) Given the product [C:1]([N:4]1[CH2:13][CH2:12][C:11]2[C:6](=[CH:7][CH:8]=[C:9]([S:14]([NH:49][C:46]3[CH:47]=[CH:48][O:44][N:45]=3)(=[O:15])=[O:16])[CH:10]=2)[C@H:5]1[C:29]1[CH:34]=[CH:33][C:32]([C:35]2[CH:40]=[CH:39][CH:38]=[C:37]([F:41])[CH:36]=2)=[CH:31][C:30]=1[O:42][CH3:43])(=[O:3])[CH3:2], predict the reactants needed to synthesize it. The reactants are: [C:1]([N:4]1[CH2:13][CH2:12][C:11]2[C:6](=[CH:7][CH:8]=[C:9]([S:14](OC3C(F)=C(F)C(F)=C(F)C=3F)(=[O:16])=[O:15])[CH:10]=2)[CH:5]1[C:29]1[CH:34]=[CH:33][C:32]([C:35]2[CH:40]=[CH:39][CH:38]=[C:37]([F:41])[CH:36]=2)=[CH:31][C:30]=1[O:42][CH3:43])(=[O:3])[CH3:2].[O:44]1[CH:48]=[CH:47][C:46]([NH2:49])=[N:45]1.C1COCC1.[Li+].C[Si]([N-][Si](C)(C)C)(C)C. (4) Given the product [Br:34][C:4]1[C:5]([C:9]([N:11]2[CH2:16][CH2:15][N:14]([CH2:17][C:18]3[CH:19]=[CH:20][C:21]([C:24]([OH:33])([C:25]([F:26])([F:27])[F:28])[C:29]([F:31])([F:32])[F:30])=[CH:22][CH:23]=3)[CH2:13][CH2:12]2)=[O:10])=[CH:6][C:7]([F:8])=[C:2]([NH:1][C:42]([NH:41][C:38]2[CH:39]=[CH:40][N:35]=[CH:36][CH:37]=2)=[O:43])[CH:3]=1, predict the reactants needed to synthesize it. The reactants are: [NH2:1][C:2]1[C:7]([F:8])=[CH:6][C:5]([C:9]([N:11]2[CH2:16][CH2:15][N:14]([CH2:17][C:18]3[CH:23]=[CH:22][C:21]([C:24]([OH:33])([C:29]([F:32])([F:31])[F:30])[C:25]([F:28])([F:27])[F:26])=[CH:20][CH:19]=3)[CH2:13][CH2:12]2)=[O:10])=[C:4]([Br:34])[CH:3]=1.[N:35]1[CH:40]=[CH:39][C:38]([NH:41][C:42](=O)[O:43]C2C=CC=CC=2)=[CH:37][CH:36]=1. (5) Given the product [CH2:46]([O:53][C:54]1[CH:59]=[C:58]([NH:60][C:61]2[N:66]=[C:65]([N:67]3[CH2:72][C@@H:71]([NH:73][C:74]([O:76][C:77]([CH3:78])([CH3:79])[CH3:80])=[O:75])[CH2:70][C@@H:69]([NH:81][C:82]([O:84][C:85]([CH3:88])([CH3:87])[CH3:86])=[O:83])[CH2:68]3)[N:64]=[C:63]([N:89]3[CH2:90][C@@H:91]([NH:103][C:104]([O:106][C:107]([CH3:110])([CH3:109])[CH3:108])=[O:105])[CH2:92][C@@H:93]([NH:95][C:96]([O:98][C:99]([CH3:102])([CH3:101])[CH3:100])=[O:97])[CH2:94]3)[N:62]=2)[CH:57]=[CH:56][C:55]=1[NH:111][C:4](=[O:6])[C:3]1[C:7]([O:11][CH3:12])=[CH:8][CH:9]=[CH:10][C:2]=1[OH:1])[C:47]1[CH:48]=[CH:49][CH:50]=[CH:51][CH:52]=1, predict the reactants needed to synthesize it. The reactants are: [OH:1][C:2]1[CH:10]=[CH:9][CH:8]=[C:7]([O:11][CH3:12])[C:3]=1[C:4]([OH:6])=O.C(N(C(C)C)C(C)C)C.CN(C(ON1N=NC2C=CC=CC1=2)=[N+](C)C)C.F[P-](F)(F)(F)(F)F.[CH2:46]([O:53][C:54]1[CH:59]=[C:58]([NH:60][C:61]2[N:66]=[C:65]([N:67]3[CH2:72][C@@H:71]([NH:73][C:74]([O:76][C:77]([CH3:80])([CH3:79])[CH3:78])=[O:75])[CH2:70][C@@H:69]([NH:81][C:82]([O:84][C:85]([CH3:88])([CH3:87])[CH3:86])=[O:83])[CH2:68]3)[N:64]=[C:63]([N:89]3[CH2:94][C@@H:93]([NH:95][C:96]([O:98][C:99]([CH3:102])([CH3:101])[CH3:100])=[O:97])[CH2:92][C@@H:91]([NH:103][C:104]([O:106][C:107]([CH3:110])([CH3:109])[CH3:108])=[O:105])[CH2:90]3)[N:62]=2)[CH:57]=[CH:56][C:55]=1[NH2:111])[C:47]1[CH:52]=[CH:51][CH:50]=[CH:49][CH:48]=1.